Dataset: Forward reaction prediction with 1.9M reactions from USPTO patents (1976-2016). Task: Predict the product of the given reaction. Given the reactants [CH3:1][O:2][C@@H:3]1[C@H:10]([OH:11])[CH2:9][CH2:8][C@@:5]2([O:7][CH2:6]2)[C@H:4]1[C@:12]1([CH3:20])[C@@H:14]([CH2:15][CH:16]=[C:17]([CH3:19])[CH3:18])[O:13]1.[CH:21]([P:23](=[O:30])([O:27][CH2:28][CH3:29])[O:24][CH2:25][CH3:26])=[CH2:22].[OH-].[K+], predict the reaction product. The product is: [CH3:1][O:2][C@@H:3]1[C@H:10]([O:11][CH2:22][CH2:21][P:23](=[O:30])([O:27][CH2:28][CH3:29])[O:24][CH2:25][CH3:26])[CH2:9][CH2:8][C@@:5]2([O:7][CH2:6]2)[C@H:4]1[C@:12]1([CH3:20])[C@@H:14]([CH2:15][CH:16]=[C:17]([CH3:19])[CH3:18])[O:13]1.